From a dataset of Full USPTO retrosynthesis dataset with 1.9M reactions from patents (1976-2016). Predict the reactants needed to synthesize the given product. (1) Given the product [Br:1][C:2]1[CH:7]=[C:6]([CH:5]=[CH:4][C:3]=1[O:10][C:11]1[CH:16]=[CH:15][C:14]([F:17])=[CH:13][C:12]=1[F:18])[CH2:8][S:20][CH3:19], predict the reactants needed to synthesize it. The reactants are: [Br:1][C:2]1[CH:7]=[C:6]([CH2:8]Br)[CH:5]=[CH:4][C:3]=1[O:10][C:11]1[CH:16]=[CH:15][C:14]([F:17])=[CH:13][C:12]=1[F:18].[CH3:19][S-:20].[Na+]. (2) Given the product [C:7]1([C:1]2[CH:6]=[CH:5][CH:4]=[CH:3][CH:2]=2)[CH:8]=[CH:9][C:10]([C:11]([NH:13][CH2:14][CH2:15][O:16][C:17]2[CH:22]=[CH:21][C:20]([CH2:23][CH:24]([N:30]3[CH:34]=[CH:33][CH:32]=[CH:31]3)[C:25]([OH:27])=[O:26])=[CH:19][CH:18]=2)=[O:12])=[CH:35][CH:36]=1, predict the reactants needed to synthesize it. The reactants are: [C:1]1([C:7]2[CH:36]=[CH:35][C:10]([C:11]([NH:13][CH2:14][CH2:15][O:16][C:17]3[CH:22]=[CH:21][C:20]([CH2:23][CH:24]([N:30]4[CH:34]=[CH:33][CH:32]=[CH:31]4)[C:25]([O:27]CC)=[O:26])=[CH:19][CH:18]=3)=[O:12])=[CH:9][CH:8]=2)[CH:6]=[CH:5][CH:4]=[CH:3][CH:2]=1.[OH-].[Na+].